Dataset: Catalyst prediction with 721,799 reactions and 888 catalyst types from USPTO. Task: Predict which catalyst facilitates the given reaction. Reactant: [NH2:1][C:2]1[CH:3]=[C:4]2[C:8](=[CH:9][C:10]=1[NH2:11])[NH:7][C:6](=[O:12])[C:5]2([CH3:14])[CH3:13].[H-].[Na+].Br[CH2:18][CH2:19][O:20][CH3:21].O. Product: [NH2:1][C:2]1[CH:3]=[C:4]2[C:8](=[CH:9][C:10]=1[NH2:11])[N:7]([CH2:18][CH2:19][O:20][CH3:21])[C:6](=[O:12])[C:5]2([CH3:14])[CH3:13]. The catalyst class is: 9.